From a dataset of Forward reaction prediction with 1.9M reactions from USPTO patents (1976-2016). Predict the product of the given reaction. (1) Given the reactants [NH:1]([C:21]([O:23][C:24]([CH3:27])([CH3:26])[CH3:25])=[O:22])[C@@H:2]([C:7]([NH:9][C@H:10]([C:15]([O:17]CC=C)=[O:16])[CH2:11][CH:12]([CH3:14])[CH3:13])=[O:8])[CH2:3][CH:4]([CH3:6])[CH3:5].[OH-].[Na+], predict the reaction product. The product is: [NH:1]([C:21]([O:23][C:24]([CH3:27])([CH3:26])[CH3:25])=[O:22])[C@@H:2]([C:7]([NH:9][C@H:10]([C:15]([OH:17])=[O:16])[CH2:11][CH:12]([CH3:14])[CH3:13])=[O:8])[CH2:3][CH:4]([CH3:6])[CH3:5]. (2) Given the reactants [F:1][C:2]([F:17])([F:16])[CH:3]1[NH:8][CH2:7][CH2:6][N:5]([C:9]([O:11][C:12]([CH3:15])([CH3:14])[CH3:13])=[O:10])[CH2:4]1.CC(C)([O-])C.[Na+].Br[C:25]1[CH:30]=[CH:29][C:28]([Br:31])=[CH:27][N:26]=1.C1(P(C2C=CC=CC=2)C2C3OC4C(=CC=CC=4P(C4C=CC=CC=4)C4C=CC=CC=4)C(C)(C)C=3C=CC=2)C=CC=CC=1, predict the reaction product. The product is: [Br:31][C:28]1[CH:29]=[CH:30][C:25]([N:8]2[CH2:7][CH2:6][N:5]([C:9]([O:11][C:12]([CH3:13])([CH3:14])[CH3:15])=[O:10])[CH2:4][CH:3]2[C:2]([F:1])([F:16])[F:17])=[N:26][CH:27]=1. (3) Given the reactants [OH:1][C:2]1([C:8]2[S:9][CH:10]=[CH:11][CH:12]=2)[CH2:7][CH2:6][NH:5][CH2:4][CH2:3]1.Cl[CH2:14][CH2:15][C:16]1[CH:17]=[C:18]2[C:23](=[CH:24][CH:25]=1)[NH:22][C:21](=[O:26])[CH2:20][CH2:19]2.C(=O)([O-])[O-].[K+].[K+], predict the reaction product. The product is: [OH:1][C:2]1([C:8]2[S:9][CH:10]=[CH:11][CH:12]=2)[CH2:3][CH2:4][N:5]([CH2:14][CH2:15][C:16]2[CH:17]=[C:18]3[C:23](=[CH:24][CH:25]=2)[NH:22][C:21](=[O:26])[CH2:20][CH2:19]3)[CH2:6][CH2:7]1. (4) Given the reactants Br[C:2]1[CH:3]=[N:4][CH:5]=[C:6]([CH:12]=1)[C:7]([O:9][CH2:10][CH3:11])=[O:8].C(N(CC)CC)C.[C:20]1([C:26]#[CH:27])[CH:25]=[CH:24][CH:23]=[CH:22][CH:21]=1, predict the reaction product. The product is: [CH2:10]([O:9][C:7](=[O:8])[C:6]1[CH:12]=[C:2]([C:27]#[C:26][C:20]2[CH:25]=[CH:24][CH:23]=[CH:22][CH:21]=2)[CH:3]=[N:4][CH:5]=1)[CH3:11]. (5) Given the reactants [N+:1]([C:4]1[CH:5]=[C:6](Br)[CH:7]=[C:8]([N+:10]([O-:12])=[O:11])[CH:9]=1)([O-:3])=[O:2].C1(P([CH:27]2[CH2:32][CH2:31]CCC2)C2CCCCC2)CCCCC1.C(=O)([O-])[O-].[Cs+].[Cs+].B1(C2CC2)OC(=O)CN(C)CC(=O)O1.C([O-])([O-])=O.[K+].[K+], predict the reaction product. The product is: [CH:31]1([C:6]2[CH:5]=[C:4]([N+:1]([O-:3])=[O:2])[CH:9]=[C:8]([N+:10]([O-:12])=[O:11])[CH:7]=2)[CH2:32][CH2:27]1.